The task is: Predict which catalyst facilitates the given reaction.. This data is from Catalyst prediction with 721,799 reactions and 888 catalyst types from USPTO. (1) Reactant: [B:1]([C:4]1[C:5]([O:13][CH3:14])=[C:6]([CH:10]=[CH:11][CH:12]=1)[C:7]([OH:9])=[O:8])([OH:3])[OH:2].[C:15]12(O)[CH2:23][CH:19]([C:20]1([CH3:22])[CH3:21])[CH2:18][CH2:17][C:16]2(O)[CH3:24]. Product: [CH3:14][O:13][C:5]1[C:4]([B:1]2[O:3][CH:17]3[C:16]([CH3:24])([CH:15]4[CH2:23][CH:19]([CH2:18]3)[C:20]4([CH3:22])[CH3:21])[O:2]2)=[CH:12][CH:11]=[CH:10][C:6]=1[C:7]([OH:9])=[O:8]. The catalyst class is: 7. (2) Reactant: C(OC([N:8]1[CH2:13][CH2:12][N:11]([C:14]2[C:23]([F:24])=[CH:22][CH:21]=[C:20]3[C:15]=2[CH2:16][NH:17][C:18](=[O:32])[N:19]3[CH2:25][C:26]2[CH:31]=[CH:30][CH:29]=[CH:28][CH:27]=2)[CH2:10][CH2:9]1)=O)(C)(C)C.C(OCC)C. Product: [CH2:25]([N:19]1[C:20]2[C:15](=[C:14]([N:11]3[CH2:12][CH2:13][NH:8][CH2:9][CH2:10]3)[C:23]([F:24])=[CH:22][CH:21]=2)[CH2:16][NH:17][C:18]1=[O:32])[C:26]1[CH:31]=[CH:30][CH:29]=[CH:28][CH:27]=1. The catalyst class is: 502. (3) Reactant: [NH2:1][C:2]1[CH:10]=[C:9]([O:11][CH3:12])[CH:8]=[C:7]([O:13][CH3:14])[C:3]=1[C:4]([NH2:6])=[O:5].[NH:15]1[C:19]([CH2:20][C:21]2[CH:28]=[CH:27][C:24]([CH:25]=O)=[CH:23][CH:22]=2)=[N:18][N:17]=[N:16]1.S([O-])(O)=O.[Na+].C1(C)C=CC(S(O)(=O)=O)=CC=1. Product: [NH:18]1[C:19]([CH2:20][C:21]2[CH:28]=[CH:27][C:24]([C:25]3[NH:6][C:4](=[O:5])[C:3]4[C:2](=[CH:10][C:9]([O:11][CH3:12])=[CH:8][C:7]=4[O:13][CH3:14])[N:1]=3)=[CH:23][CH:22]=2)=[N:15][N:16]=[N:17]1. The catalyst class is: 395. (4) Reactant: [Cl:1][C:2]1[CH:7]=[CH:6][C:5]([C:8]([F:11])([F:10])[CH3:9])=[CH:4][C:3]=1[F:12].[Li+].CC([N-]C(C)C)C.C(O[B:25]1[O:29][C:28]([CH3:31])([CH3:30])[C:27]([CH3:33])([CH3:32])[O:26]1)(C)C. Product: [Cl:1][C:2]1[C:3]([F:12])=[C:4]([B:25]2[O:29][C:28]([CH3:31])([CH3:30])[C:27]([CH3:33])([CH3:32])[O:26]2)[C:5]([C:8]([F:10])([F:11])[CH3:9])=[CH:6][CH:7]=1. The catalyst class is: 1. (5) Reactant: [F:1][CH:2]1[CH2:7][CH2:6][N:5]([C:8]([C:10]2[N:11]=[C:12]([C:15]([NH:17][CH2:18][C:19]([OH:22])([CH3:21])[CH3:20])=[O:16])[S:13][CH:14]=2)=[O:9])[CH2:4][CH2:3]1.Br[C:24]1[CH:25]=[C:26]([C:34]([OH:43])([C:39]([F:42])([F:41])[F:40])[C:35]([F:38])([F:37])[F:36])[CH:27]=[C:28]([C:30]([CH3:33])([CH3:32])[CH3:31])[CH:29]=1.C1C=CC(P(C2C=CC=CC=2)C2C=CC=CC=2)=CC=1.CC([O-])=O.[K+]. The catalyst class is: 416. Product: [C:30]([C:28]1[CH:29]=[C:24]([C:14]2[S:13][C:12]([C:15]([NH:17][CH2:18][C:19]([OH:22])([CH3:20])[CH3:21])=[O:16])=[N:11][C:10]=2[C:8]([N:5]2[CH2:6][CH2:7][CH:2]([F:1])[CH2:3][CH2:4]2)=[O:9])[CH:25]=[C:26]([C:34]([OH:43])([C:39]([F:40])([F:41])[F:42])[C:35]([F:36])([F:37])[F:38])[CH:27]=1)([CH3:33])([CH3:31])[CH3:32]. (6) Reactant: Cl[C:2]1[C:11]2[C:6](=[C:7]([C:15]([N:17]([CH3:19])[CH3:18])=[O:16])[CH:8]=[C:9]([N+:12]([O-:14])=[O:13])[CH:10]=2)[N:5]=[CH:4][C:3]=1[C:20]#[N:21].[Cl:22][C:23]1[CH:24]=[C:25]([CH:27]=[CH:28][CH:29]=1)[NH2:26]. Product: [Cl:22][C:23]1[CH:24]=[C:25]([NH:26][C:2]2[C:11]3[C:6](=[C:7]([C:15]([N:17]([CH3:19])[CH3:18])=[O:16])[CH:8]=[C:9]([N+:12]([O-:14])=[O:13])[CH:10]=3)[N:5]=[CH:4][C:3]=2[C:20]#[N:21])[CH:27]=[CH:28][CH:29]=1. The catalyst class is: 57. (7) Reactant: C(N(CC)CC)C.[F:8][C:9]1[C:14]([F:15])=[CH:13][CH:12]=[CH:11][C:10]=1[C@H:16]1[CH2:22][N:21]2[C:23]([CH2:26][C:27]([F:30])([F:29])[F:28])=[CH:24][N:25]=[C:20]2[C@H:19]([NH2:31])[CH2:18][CH2:17]1.Cl[C:33](OC1C=CC([N+]([O-])=O)=CC=1)=[O:34].[C:45]1([C:51]2[CH:52]=[C:53]([CH:58]3[CH2:63][CH2:62][NH:61][CH2:60][CH2:59]3)[C:54](=[O:57])[NH:55][N:56]=2)[CH:50]=[CH:49][CH:48]=[CH:47][CH:46]=1.C(=O)([O-])[O-].[Na+].[Na+]. Product: [F:8][C:9]1[C:14]([F:15])=[CH:13][CH:12]=[CH:11][C:10]=1[C@H:16]1[CH2:22][N:21]2[C:23]([CH2:26][C:27]([F:30])([F:28])[F:29])=[CH:24][N:25]=[C:20]2[C@H:19]([NH:31][C:33]([N:61]2[CH2:62][CH2:63][CH:58]([C:53]3[C:54](=[O:57])[NH:55][N:56]=[C:51]([C:45]4[CH:50]=[CH:49][CH:48]=[CH:47][CH:46]=4)[CH:52]=3)[CH2:59][CH2:60]2)=[O:34])[CH2:18][CH2:17]1. The catalyst class is: 217. (8) Reactant: C(OC([N:8]1[CH2:13][CH:12]=[C:11]([C:14]2[N:15]=[N:16][C:17]([CH2:22][C:23]3[CH:28]=[CH:27][CH:26]=[CH:25][CH:24]=3)=[C:18]([CH3:21])[C:19]=2[CH3:20])[CH2:10][CH2:9]1)=O)(C)(C)C.C(O)(C(F)(F)F)=O. Product: [CH2:22]([C:17]1[N:16]=[N:15][C:14]([C:11]2[CH2:12][CH2:13][NH:8][CH2:9][CH:10]=2)=[C:19]([CH3:20])[C:18]=1[CH3:21])[C:23]1[CH:28]=[CH:27][CH:26]=[CH:25][CH:24]=1. The catalyst class is: 2. (9) Reactant: [H-].[Al+3].[Li+].[H-].[H-].[H-].[Cl:7][C:8]1[CH:9]=[CH:10][C:11]2[N:17]3[C:18]([CH2:21][F:22])=[N:19][N:20]=[C:16]3[C@@H:15]([CH2:23][C:24](OCC)=[O:25])[O:14][C@H:13]([C:29]3[CH:34]=[CH:33][CH:32]=[C:31]([O:35][CH3:36])[C:30]=3[O:37][CH3:38])[C:12]=2[CH:39]=1.C(C(C(C([O-])=O)O)O)([O-])=O.[Na+].[K+]. Product: [Cl:7][C:8]1[CH:9]=[CH:10][C:11]2[N:17]3[C:18]([CH2:21][F:22])=[N:19][N:20]=[C:16]3[C@@H:15]([CH2:23][CH2:24][OH:25])[O:14][C@H:13]([C:29]3[CH:34]=[CH:33][CH:32]=[C:31]([O:35][CH3:36])[C:30]=3[O:37][CH3:38])[C:12]=2[CH:39]=1. The catalyst class is: 7.